This data is from Forward reaction prediction with 1.9M reactions from USPTO patents (1976-2016). The task is: Predict the product of the given reaction. (1) Given the reactants C([O-])(=O)C.[Na+].[OH:6][C:7]1[CH:14]=[CH:13][C:12]([O:15][CH3:16])=[CH:11][C:8]=1[CH:9]=O.[N+:17](CC)([O-])=O, predict the reaction product. The product is: [OH:6][C:7]1[CH:14]=[CH:13][C:12]([O:15][CH3:16])=[CH:11][C:8]=1[C:9]#[N:17]. (2) Given the reactants [C:1]1([C@H:7]([NH2:9])[CH3:8])[CH:6]=[CH:5][CH:4]=[CH:3][CH:2]=1.C(N(CC)CC)C.[CH:17]1([C:22](=O)[CH3:23])[CH2:21][CH2:20][CH2:19][CH2:18]1.C(OCC)C, predict the reaction product. The product is: [CH:17]1([C:22](=[N:9][C@@H:7]([C:1]2[CH:6]=[CH:5][CH:4]=[CH:3][CH:2]=2)[CH3:8])[CH3:23])[CH2:21][CH2:20][CH2:19][CH2:18]1. (3) Given the reactants [CH3:1][CH:2]1[O:7][C:6]2[C:8]([C:14]3[CH:19]=[CH:18][CH:17]=[CH:16][CH:15]=3)=[CH:9][C:10]([CH:12]=O)=[CH:11][C:5]=2[NH:4][C:3]1=[O:20].[CH3:21][NH:22][C:23](=[O:36])[C:24]1[CH:29]=[CH:28][C:27]([N:30]2[CH2:35][CH2:34][NH:33][CH2:32][CH2:31]2)=[CH:26][CH:25]=1, predict the reaction product. The product is: [CH3:21][NH:22][C:23](=[O:36])[C:24]1[CH:25]=[CH:26][C:27]([N:30]2[CH2:35][CH2:34][N:33]([CH2:12][C:10]3[CH:9]=[C:8]([C:14]4[CH:19]=[CH:18][CH:17]=[CH:16][CH:15]=4)[C:6]4[O:7][CH:2]([CH3:1])[C:3](=[O:20])[NH:4][C:5]=4[CH:11]=3)[CH2:32][CH2:31]2)=[CH:28][CH:29]=1.